This data is from Forward reaction prediction with 1.9M reactions from USPTO patents (1976-2016). The task is: Predict the product of the given reaction. (1) The product is: [Br:8][C:4]1[C:3]([CH3:9])=[C:2]([N:18]2[CH2:19][CH2:20][N:16]([C:12]3[CH:11]=[C:10]([CH3:22])[CH:15]=[CH:14][CH:13]=3)[C:17]2=[O:21])[CH:7]=[CH:6][CH:5]=1. Given the reactants Br[C:2]1[CH:7]=[CH:6][CH:5]=[C:4]([Br:8])[C:3]=1[CH3:9].[C:10]1([CH3:22])[CH:15]=[CH:14][CH:13]=[C:12]([N:16]2[CH2:20][CH2:19][NH:18][C:17]2=[O:21])[CH:11]=1.N[C@@H]1CCCC[C@H]1N, predict the reaction product. (2) Given the reactants [C:1]([C:5]1[CH:9]=[C:8]([NH2:10])[N:7]([C:11]2[CH:12]=[N:13][CH:14]=[CH:15][C:16]=2[CH3:17])[N:6]=1)([CH3:4])([CH3:3])[CH3:2].Cl[C:19]([O:21][C:22]1[CH:27]=[CH:26][CH:25]=[CH:24][CH:23]=1)=[O:20], predict the reaction product. The product is: [C:1]([C:5]1[CH:9]=[C:8]([NH:10][C:19](=[O:20])[O:21][C:22]2[CH:27]=[CH:26][CH:25]=[CH:24][CH:23]=2)[N:7]([C:11]2[CH:12]=[N:13][CH:14]=[CH:15][C:16]=2[CH3:17])[N:6]=1)([CH3:4])([CH3:3])[CH3:2]. (3) The product is: [CH3:29][CH:27]([O:26][C:22]1[CH:21]=[C:20]([O:19][C:16]2[N:15]=[CH:14][C:13]([NH:12][C:10](=[O:11])[C@@H:9]([CH3:30])[NH2:5])=[CH:18][CH:17]=2)[CH:25]=[CH:24][CH:23]=1)[CH3:28]. Given the reactants CC([N:5]([C@H:9]([CH3:30])[C:10]([NH:12][C:13]1[CH:14]=[N:15][C:16]([O:19][C:20]2[CH:25]=[CH:24][CH:23]=[C:22]([O:26][CH:27]([CH3:29])[CH3:28])[CH:21]=2)=[CH:17][CH:18]=1)=[O:11])C(=O)[O-])(C)C.C(O)(C(F)(F)F)=O, predict the reaction product. (4) Given the reactants Br[C:2]1[CH:11]=[CH:10][C:9]2[N:8]=[C:7]([NH2:12])[C:6]3[N:13]=[C:14]([CH2:20][O:21][CH2:22][CH3:23])[N:15]([CH2:16][CH2:17][CH2:18][CH3:19])[C:5]=3[C:4]=2[CH:3]=1.[C:24]1(B(O)O)[CH:29]=[CH:28][CH:27]=[CH:26][CH:25]=1, predict the reaction product. The product is: [CH2:16]([N:15]1[C:5]2[C:4]3[CH:3]=[C:2]([C:24]4[CH:29]=[CH:28][CH:27]=[CH:26][CH:25]=4)[CH:11]=[CH:10][C:9]=3[N:8]=[C:7]([NH2:12])[C:6]=2[N:13]=[C:14]1[CH2:20][O:21][CH2:22][CH3:23])[CH2:17][CH2:18][CH3:19]. (5) Given the reactants [C:1]([C:3]1[CH:51]=[CH:50][C:6]([C:7](/[N:9]=[C:10]2/[N:11]([C@@H:28]3[CH2:33][CH2:32][C@H:31]([C:34]([N:36]4[CH2:41][CH2:40][N:39](C(OC(C)(C)C)=O)[CH2:38][C@H:37]4[CH3:49])=[O:35])[CH2:30][CH2:29]3)[C:12]3[CH:17]=[C:16]([O:18][CH2:19][CH2:20][N:21]4[CH2:26][CH2:25][CH2:24][CH2:23][CH2:22]4)[N:15]=[CH:14][C:13]=3[NH:27]/2)=[O:8])=[CH:5][CH:4]=1)#[N:2].Cl, predict the reaction product. The product is: [C:1]([C:3]1[CH:4]=[CH:5][C:6]([C:7](/[N:9]=[C:10]2/[N:11]([C@H:28]3[CH2:29][CH2:30][C@@H:31]([C:34]([N:36]4[CH2:41][CH2:40][NH:39][CH2:38][C@H:37]4[CH3:49])=[O:35])[CH2:32][CH2:33]3)[C:12]3[CH:17]=[C:16]([O:18][CH2:19][CH2:20][N:21]4[CH2:22][CH2:23][CH2:24][CH2:25][CH2:26]4)[N:15]=[CH:14][C:13]=3[NH:27]/2)=[O:8])=[CH:50][CH:51]=1)#[N:2]. (6) Given the reactants C1(N=C=NC2CCCCC2)CCCCC1.[C:16]([NH:26][C@H:27]([C:31]([OH:33])=[O:32])[CH:28]([CH3:30])[CH3:29])([O:18][CH2:19][C:20]1[CH:25]=[CH:24][CH:23]=[CH:22][CH:21]=1)=[O:17].O[CH2:35][CH2:36][C@@H:37]([CH2:50][O:51][C:52](=[O:70])[CH2:53][CH2:54][CH2:55][CH2:56][CH2:57][CH2:58][CH2:59][CH2:60][CH2:61][CH2:62][CH2:63][CH2:64][CH2:65][CH2:66][CH2:67][CH2:68][CH3:69])[CH2:38][N:39]1[CH:47]=[N:46][C:45]2[C:44](=[O:48])[NH:43][C:42]([NH2:49])=[N:41][C:40]1=2, predict the reaction product. The product is: [CH2:19]([O:18][C:16]([NH:26][C@H:27]([C:31]([O:33][CH2:35][CH2:36][C@@H:37]([CH2:50][O:51][C:52](=[O:70])[CH2:53][CH2:54][CH2:55][CH2:56][CH2:57][CH2:58][CH2:59][CH2:60][CH2:61][CH2:62][CH2:63][CH2:64][CH2:65][CH2:66][CH2:67][CH2:68][CH3:69])[CH2:38][N:39]1[CH:47]=[N:46][C:45]2[C:44](=[O:48])[NH:43][C:42]([NH2:49])=[N:41][C:40]1=2)=[O:32])[CH:28]([CH3:29])[CH3:30])=[O:17])[C:20]1[CH:25]=[CH:24][CH:23]=[CH:22][CH:21]=1. (7) Given the reactants [Cl:1][C:2]1[CH:3]=[CH:4][C:5]2[N:6]([CH:8]=[C:9]([NH:11][C:12](=[O:19])OCC(Cl)(Cl)Cl)[N:10]=2)[N:7]=1.[C:20]1([C:26]2[N:30]=[C:29]([N:31]3[CH2:36][CH2:35][NH:34][CH2:33][CH2:32]3)[S:28][N:27]=2)[CH:25]=[CH:24][CH:23]=[CH:22][CH:21]=1.C(N(C(C)C)CC)(C)C.O, predict the reaction product. The product is: [Cl:1][C:2]1[CH:3]=[CH:4][C:5]2[N:6]([CH:8]=[C:9]([NH:11][C:12]([N:34]3[CH2:35][CH2:36][N:31]([C:29]4[S:28][N:27]=[C:26]([C:20]5[CH:25]=[CH:24][CH:23]=[CH:22][CH:21]=5)[N:30]=4)[CH2:32][CH2:33]3)=[O:19])[N:10]=2)[N:7]=1.